This data is from Peptide-MHC class I binding affinity with 185,985 pairs from IEDB/IMGT. The task is: Regression. Given a peptide amino acid sequence and an MHC pseudo amino acid sequence, predict their binding affinity value. This is MHC class I binding data. (1) The peptide sequence is HSRRSRRSL. The MHC is HLA-A29:02 with pseudo-sequence HLA-A29:02. The binding affinity (normalized) is 0.0847. (2) The peptide sequence is SENDRLRLL. The MHC is HLA-A29:02 with pseudo-sequence HLA-A29:02. The binding affinity (normalized) is 0.585. (3) The peptide sequence is LSAQSRTLL. The MHC is Mamu-A02 with pseudo-sequence Mamu-A02. The binding affinity (normalized) is 0.733. (4) The peptide sequence is AVYSSSMVK. The MHC is HLA-A03:01 with pseudo-sequence HLA-A03:01. The binding affinity (normalized) is 0.755.